Dataset: Forward reaction prediction with 1.9M reactions from USPTO patents (1976-2016). Task: Predict the product of the given reaction. (1) Given the reactants [Br:1][CH2:2][CH:3]([O:23][CH3:24])[O:4][CH2:5][CH2:6][CH2:7][CH2:8][CH2:9][CH2:10][CH2:11][CH2:12]/[CH:13]=[CH:14]\[CH2:15]/[CH:16]=[CH:17]\[CH2:18][CH2:19][CH2:20][CH2:21][CH3:22].N1[C:30]([CH3:31])=[CH:29][C:28](C)=[CH:27][C:26]=1[CH3:33].[Si](OS(C(F)(F)F)(=O)=O)(C)(C)C.C(O)CCCCCCC, predict the reaction product. The product is: [Br:1][CH2:2][CH:3]([O:23][CH2:24][CH2:33][CH2:26][CH2:27][CH2:28][CH2:29][CH2:30][CH3:31])[O:4][CH2:5][CH2:6][CH2:7][CH2:8][CH2:9][CH2:10][CH2:11][CH2:12]/[CH:13]=[CH:14]\[CH2:15]/[CH:16]=[CH:17]\[CH2:18][CH2:19][CH2:20][CH2:21][CH3:22]. (2) Given the reactants [CH3:1][O:2][N:3]=[C:4]([C:12]1[CH:17]=[CH:16][C:15]([Cl:18])=[CH:14][CH:13]=1)[CH2:5][CH2:6][CH:7]1[CH2:11][CH2:10][CH2:9][CH2:8]1.[Br:19]N1C(=O)CCC1=O.C(OOC(=O)C1C=CC=CC=1)(=O)C1C=CC=CC=1, predict the reaction product. The product is: [CH3:1][O:2][N:3]=[C:4]([C:12]1[CH:13]=[CH:14][C:15]([Cl:18])=[CH:16][CH:17]=1)[CH:5]([Br:19])[CH2:6][CH:7]1[CH2:8][CH2:9][CH2:10][CH2:11]1. (3) Given the reactants O[C:2]1([C:30]([F:33])([F:32])[F:31])[CH:10]([CH2:11][CH2:12][C:13]2[CH:18]=[CH:17][CH:16]=[CH:15][CH:14]=2)[CH:9]=[C:8]2[CH2:19][NH:20][CH:21](C(OC(C)(C)C)=O)[CH2:22][N:6]3[C:7]2=[C:3]1[CH:4]=[CH:5]3.C(Cl)Cl.[F:37][C:38]([F:43])([F:42])[C:39]([OH:41])=[O:40], predict the reaction product. The product is: [F:37][C:38]([F:43])([F:42])[C:39]([OH:41])=[O:40].[CH2:11]([C:10]1([OH:40])[CH:9]=[C:8]2[CH2:19][NH:20][CH2:21][CH2:22][N:6]3[C:7]2=[C:3]([CH:4]=[CH:5]3)[CH:2]1[C:30]([F:31])([F:32])[F:33])[CH2:12][C:13]1[CH:18]=[CH:17][CH:16]=[CH:15][CH:14]=1. (4) Given the reactants C([NH:8][C:9]1[CH:17]=[CH:16][C:15]([O:18][C:19]([F:22])([F:21])[F:20])=[CH:14][C:10]=1[C:11]([OH:13])=[O:12])(OC(C)(C)C)=O, predict the reaction product. The product is: [F:20][C:19]([F:21])([F:22])[O:18][C:15]1[CH:14]=[C:10]([C:11]([OH:13])=[O:12])[C:9]([NH2:8])=[CH:17][CH:16]=1.